This data is from Reaction yield outcomes from USPTO patents with 853,638 reactions. The task is: Predict the reaction yield, written as a fraction of the theoretical maximum amount of product (1.0 means a 100% yield; for example, 0.34 means a 34% yield). (1) The reactants are [CH3:1][O:2][C:3]1[CH:8]=[CH:7][C:6]([NH:9][C:10]2[C:19]3[C:14](=[CH:15][CH:16]=[CH:17][CH:18]=3)[N:13]=[C:12]([CH3:20])[N:11]=2)=[CH:5][CH:4]=1.[F:21][CH:22]([F:24])Cl.C(=O)([O-])[O-].[Cs+].[Cs+]. The catalyst is CN(C)C=O.C(OCC)(=O)C. The product is [F:21][CH:22]([N:9]([C:6]1[CH:5]=[CH:4][C:3]([O:2][CH3:1])=[CH:8][CH:7]=1)[C:10]1[C:19]2[C:14](=[CH:15][CH:16]=[CH:17][CH:18]=2)[N:13]=[C:12]([CH3:20])[N:11]=1)[F:24]. The yield is 0.320. (2) The product is [CH:12]1([CH2:10][CH2:11][CH:3]2[C:2]([CH3:9])([CH3:1])[CH2:7][CH2:6][C:5](=[O:8])[CH2:4]2)[CH2:17][CH2:16][CH2:15][CH2:14][CH2:13]1. The yield is 0.750. The reactants are [CH3:1][C:2]1([CH3:9])[CH2:7][CH2:6][C:5](=[O:8])[CH:4]=[CH:3]1.[CH:10]([C:12]1[CH2:17][CH2:16][CH2:15][CH2:14][CH:13]=1)=[CH2:11]. No catalyst specified. (3) The catalyst is C(O)(=O)C. The yield is 0.120. The reactants are [O:1]=[C:2]1[C:11]2[CH:10]=[CH:9][CH:8]=[C:7]3[NH:12][CH:13]([C:23]4[CH:28]=[CH:27][CH:26]=[CH:25][CH:24]=4)[CH:14]([C:15]4[CH:16]=[C:17]([CH:20]=[CH:21][CH:22]=4)[CH:18]=O)[C:5]([C:6]=23)=[N:4][NH:3]1.ClCCl.[CH3:32][N:33]1[CH2:38][CH2:37][NH:36][CH2:35][CH2:34]1.[BH4-].[Na+]. The product is [CH3:32][N:33]1[CH2:38][CH2:37][N:36]([CH2:18][C:17]2[CH:16]=[C:15]([CH:14]3[C:5]4=[N:4][NH:3][C:2](=[O:1])[C:11]5[CH:10]=[CH:9][CH:8]=[C:7]([C:6]=54)[NH:12][CH:13]3[C:23]3[CH:24]=[CH:25][CH:26]=[CH:27][CH:28]=3)[CH:22]=[CH:21][CH:20]=2)[CH2:35][CH2:34]1. (4) The reactants are [Br:1][CH2:2][C:3]([C:5]1[C:14]2[C:9](=[C:10]([F:17])[CH:11]=[C:12]([O:15][CH3:16])[CH:13]=2)[N:8]=[CH:7][CH:6]=1)=[O:4].B(Cl)([C@@H]1[C@@H](C)[C@@H]2C(C)(C)[C@@H](C2)C1)[C@@H]1[C@@H](C)[C@@H]2C(C)(C)[C@@H](C2)C1.N(CCO)CCO. The catalyst is C1(C)C=CC=CC=1. The product is [Br:1][CH2:2][C@@H:3]([C:5]1[C:14]2[C:9](=[C:10]([F:17])[CH:11]=[C:12]([O:15][CH3:16])[CH:13]=2)[N:8]=[CH:7][CH:6]=1)[OH:4]. The yield is 0.980. (5) The reactants are [C:1]1([Si:7]([C:10]2[CH:15]=[CH:14][CH:13]=[CH:12][CH:11]=2)([OH:9])[OH:8])[CH:6]=[CH:5][CH:4]=[CH:3][CH:2]=1.[CH:16]([Si:18]([O:23][CH3:24])([O:21][CH3:22])OC)=[CH2:17]. The catalyst is O1CCCC1. The product is [CH3:24][O:23][Si:18]([O:21][CH3:22])([CH:16]=[CH2:17])[O:8][Si:7]([C:10]1[CH:15]=[CH:14][CH:13]=[CH:12][CH:11]=1)([C:1]1[CH:2]=[CH:3][CH:4]=[CH:5][CH:6]=1)[O:9][Si:18]([O:23][CH3:24])([O:21][CH3:22])[CH:16]=[CH2:17]. The yield is 0.870. (6) The reactants are N[C@H:2]([C:10]([OH:12])=[O:11])[CH2:3][C:4]1[CH:9]=[CH:8][CH:7]=[CH:6][CH:5]=1.S(=O)(=O)(O)[OH:14].N([O-])=O.[Na+]. The catalyst is O. The product is [OH:14][C@@H:2]([CH2:3][C:4]1[CH:9]=[CH:8][CH:7]=[CH:6][CH:5]=1)[C:10]([OH:12])=[O:11]. The yield is 0.870. (7) The reactants are [C:1]1([C:7]2[CH:8]=[C:9]3[C:13](=[CH:14][CH:15]=2)[NH:12][C:11](=[O:16])[CH2:10]3)[CH:6]=[CH:5][CH:4]=[CH:3][CH:2]=1.[N:17]1([CH2:22][CH2:23][CH2:24][NH:25][C:26]([C:28]2[C:32]([CH3:33])=[C:31]([CH:34]=O)[NH:30][C:29]=2[CH3:36])=[O:27])[CH:21]=[CH:20][N:19]=[CH:18]1. No catalyst specified. The product is [N:17]1([CH2:22][CH2:23][CH2:24][NH:25][C:26]([C:28]2[C:32]([CH3:33])=[C:31]([CH:34]=[C:10]3[C:9]4[C:13](=[CH:14][CH:15]=[C:7]([C:1]5[CH:2]=[CH:3][CH:4]=[CH:5][CH:6]=5)[CH:8]=4)[NH:12][C:11]3=[O:16])[NH:30][C:29]=2[CH3:36])=[O:27])[CH:21]=[CH:20][N:19]=[CH:18]1. The yield is 0.590. (8) The reactants are [CH2:1]([O:3][C:4](=[O:32])[CH2:5][CH2:6][CH2:7][CH2:8][CH2:9][CH2:10][N:11]([C:26]1[CH:31]=[CH:30][CH:29]=[CH:28][N:27]=1)[C:12]1[CH:17]=[C:16](OS(C(F)(F)F)(=O)=O)[CH:15]=[CH:14][N:13]=1)[CH3:2].CC1(C)C(C)(C)OB([C:41]2[CH:47]=[CH:46][C:44]([NH2:45])=[CH:43][CH:42]=2)O1.C(=O)([O-])[O-].[K+].[K+].O. The catalyst is C1(C)C=CC=CC=1.C1C=CC([P]([Pd]([P](C2C=CC=CC=2)(C2C=CC=CC=2)C2C=CC=CC=2)([P](C2C=CC=CC=2)(C2C=CC=CC=2)C2C=CC=CC=2)[P](C2C=CC=CC=2)(C2C=CC=CC=2)C2C=CC=CC=2)(C2C=CC=CC=2)C2C=CC=CC=2)=CC=1. The product is [CH2:1]([O:3][C:4](=[O:32])[CH2:5][CH2:6][CH2:7][CH2:8][CH2:9][CH2:10][N:11]([C:12]1[CH:17]=[C:16]([C:41]2[CH:47]=[CH:46][C:44]([NH2:45])=[CH:43][CH:42]=2)[CH:15]=[CH:14][N:13]=1)[C:26]1[CH:31]=[CH:30][CH:29]=[CH:28][N:27]=1)[CH3:2]. The yield is 0.700. (9) The yield is 0.510. The product is [Br:26][C:27]1[CH:32]=[CH:31][C:30]([C:12]2([C:9]3[CH:10]=[CH:11][C:6]([Cl:5])=[CH:7][CH:8]=3)[CH2:17][CH2:16][N:15]([C:18]([O:20][C:21]([CH3:24])([CH3:23])[CH3:22])=[O:19])[CH2:14][CH2:13]2)=[CH:29][CH:28]=1. No catalyst specified. The reactants are [Cl-].[Cl-].[Cl-].[Al+3].[Cl:5][C:6]1[CH:11]=[CH:10][C:9]([C:12]2(O)[CH2:17][CH2:16][N:15]([C:18]([O:20][C:21]([CH3:24])([CH3:23])[CH3:22])=[O:19])[CH2:14][CH2:13]2)=[CH:8][CH:7]=1.[Br:26][C:27]1[CH:32]=[CH:31][CH:30]=[CH:29][CH:28]=1.C(OC(OC(OC(C)(C)C)=O)=O)(C)(C)C. (10) The reactants are [H-].[H-].[H-].[H-].[Li+].[Al+3].C(O[C:12]([N:14]1[CH2:18][CH:17]([OH:19])[CH:16]([NH:20][C:21](OCC2C=CC=CC=2)=O)[CH2:15]1)=O)(C)(C)C. The catalyst is C1COCC1. The product is [CH3:12][N:14]1[CH2:15][CH:16]([NH:20][CH3:21])[CH:17]([OH:19])[CH2:18]1. The yield is 0.180.